Predict the reactants needed to synthesize the given product. From a dataset of Full USPTO retrosynthesis dataset with 1.9M reactions from patents (1976-2016). (1) Given the product [F:1][C:2]1[CH:3]=[C:4]([CH:40]=[C:41]([F:43])[CH:42]=1)[CH2:5][N:6]1[CH:10]=[C:9]([C:11]2[C:19]3[C:14](=[N:15][CH:16]=[C:17]([C:20]4[CH:25]=[CH:24][C:23]([CH:26]5[CH2:31][CH2:30][NH:29][CH2:28][CH2:27]5)=[C:22]([F:39])[CH:21]=4)[CH:18]=3)[NH:13][CH:12]=2)[CH:8]=[N:7]1, predict the reactants needed to synthesize it. The reactants are: [F:1][C:2]1[CH:3]=[C:4]([CH:40]=[C:41]([F:43])[CH:42]=1)[CH2:5][N:6]1[CH:10]=[C:9]([C:11]2[C:19]3[C:14](=[N:15][CH:16]=[C:17]([C:20]4[CH:25]=[CH:24][C:23]([CH:26]5[CH2:31][CH2:30][N:29](C(OC(C)(C)C)=O)[CH2:28][CH2:27]5)=[C:22]([F:39])[CH:21]=4)[CH:18]=3)[NH:13][CH:12]=2)[CH:8]=[N:7]1. (2) Given the product [C:1]([C:3]([C:6]1[CH:7]=[C:8]([CH:33]=[CH:34][CH:35]=1)[C:9]([NH:11][C:12]1[CH:13]=[CH:14][C:15]([CH3:32])=[C:16]([N:18]2[C:27](=[O:28])[C:26]3[C:21](=[C:22]([C:29]([NH:40][CH3:39])=[O:30])[CH:23]=[CH:24][CH:25]=3)[N:20]=[CH:19]2)[CH:17]=1)=[O:10])([CH3:4])[CH3:5])#[N:2], predict the reactants needed to synthesize it. The reactants are: [C:1]([C:3]([C:6]1[CH:7]=[C:8]([CH:33]=[CH:34][CH:35]=1)[C:9]([NH:11][C:12]1[CH:13]=[CH:14][C:15]([CH3:32])=[C:16]([N:18]2[C:27](=[O:28])[C:26]3[C:21](=[C:22]([C:29](O)=[O:30])[CH:23]=[CH:24][CH:25]=3)[N:20]=[CH:19]2)[CH:17]=1)=[O:10])([CH3:5])[CH3:4])#[N:2].Cl.CN.[CH3:39][N:40](C(ON1N=NC2C=CC=NC1=2)=[N+](C)C)C.F[P-](F)(F)(F)(F)F.CCN(C(C)C)C(C)C.